From a dataset of Reaction yield outcomes from USPTO patents with 853,638 reactions. Predict the reaction yield, written as a fraction of the theoretical maximum amount of product (1.0 means a 100% yield; for example, 0.34 means a 34% yield). (1) The reactants are [F:1][C:2]1[CH:3]=[C:4]([OH:9])[CH:5]=[CH:6][C:7]=1[F:8].C(=O)([O-])[O-].[K+].[K+].I[CH2:17][CH3:18]. The catalyst is CN(C)C=O. The product is [CH2:17]([O:9][C:4]1[CH:5]=[CH:6][C:7]([F:8])=[C:2]([F:1])[CH:3]=1)[CH3:18]. The yield is 0.900. (2) The yield is 0.520. The product is [CH2:1]([NH:8][CH2:9][CH2:10][C:11]1[CH:25]=[CH:24][C:14]([O:15][C:16]2[CH:23]=[CH:22][C:19]([C:20]([NH2:21])=[O:30])=[CH:18][N:17]=2)=[C:13]([CH3:26])[CH:12]=1)[C:2]1[CH:3]=[CH:4][CH:5]=[CH:6][CH:7]=1. The catalyst is CS(C)=O. The reactants are [CH2:1]([NH:8][CH2:9][CH2:10][C:11]1[CH:25]=[CH:24][C:14]([O:15][C:16]2[CH:23]=[CH:22][C:19]([C:20]#[N:21])=[CH:18][N:17]=2)=[C:13]([CH3:26])[CH:12]=1)[C:2]1[CH:7]=[CH:6][CH:5]=[CH:4][CH:3]=1.OO.C([O-])([O-])=[O:30].[K+].[K+]. (3) The reactants are [Br:1][C:2]1[CH:3]=[C:4]([C:8]([OH:10])=[O:9])[O:5][C:6]=1[Br:7].S(=O)(=O)(O)O.[CH3:16]O. No catalyst specified. The product is [Br:1][C:2]1[CH:3]=[C:4]([C:8]([O:10][CH3:16])=[O:9])[O:5][C:6]=1[Br:7]. The yield is 0.900. (4) The reactants are O1CCCC1.[NH2:6][C:7]1[C:12]([C:13]2[O:17][N:16]=[C:15]([CH2:18][C:19]3[CH:24]=[CH:23][C:22]([OH:25])=[CH:21][CH:20]=3)[CH:14]=2)=[CH:11][CH:10]=[C:9]([NH2:26])[N:8]=1.[OH-].[Na+].Cl[CH2:30][C:31]1[CH:36]=[CH:35][CH:34]=[C:33]([F:37])[N:32]=1. The catalyst is CN(C)C=O. The product is [F:37][C:33]1[N:32]=[C:31]([CH2:30][O:25][C:22]2[CH:23]=[CH:24][C:19]([CH2:18][C:15]3[CH:14]=[C:13]([C:12]4[C:7]([NH2:6])=[N:8][C:9]([NH2:26])=[CH:10][CH:11]=4)[O:17][N:16]=3)=[CH:20][CH:21]=2)[CH:36]=[CH:35][CH:34]=1. The yield is 0.110. (5) The reactants are [CH2:1]([O:8][C:9](=[O:41])[NH:10][C@H:11]([C:15]1[CH:20]=[C:19]([C:21]2[N:25]([CH2:26][O:27][CH2:28][CH2:29][Si:30]([CH3:33])([CH3:32])[CH3:31])[N:24]=[CH:23][C:22]=2[NH:34][C:35](=[O:40])[C@H:36]([CH3:39])[CH:37]=C)[CH:18]=[CH:17][N:16]=1)[CH2:12][CH:13]=C)[C:2]1[CH:7]=[CH:6][CH:5]=[CH:4][CH:3]=1. The catalyst is ClCCCl.Cl[Ru](=C1N(C2C(C)=CC(C)=CC=2C)CCN1C1C(C)=CC(C)=CC=1C)(Cl)(=CC1C=CC=CC=1)[P](C1CCCCC1)(C1CCCCC1)C1CCCCC1. The product is [CH3:39][C@H:36]1[C:35](=[O:40])[NH:34][C:22]2[CH:23]=[N:24][N:25]([CH2:26][O:27][CH2:28][CH2:29][Si:30]([CH3:33])([CH3:31])[CH3:32])[C:21]=2[C:19]2[CH:18]=[CH:17][N:16]=[C:15]([CH:20]=2)[C@@H:11]([NH:10][C:9](=[O:41])[O:8][CH2:1][C:2]2[CH:3]=[CH:4][CH:5]=[CH:6][CH:7]=2)[CH2:12][CH:13]=[CH:37]1. The yield is 0.420. (6) The reactants are [NH:1]([C:5]1[C:14]2[C:9](=[C:10]([Cl:15])[CH:11]=[CH:12][CH:13]=2)[CH:8]=[CH:7][CH:6]=1)C(C)=O.[OH-].[Na+]. The catalyst is CCO. The product is [NH2:1][C:5]1[C:14]2[C:9](=[C:10]([Cl:15])[CH:11]=[CH:12][CH:13]=2)[CH:8]=[CH:7][CH:6]=1. The yield is 0.980. (7) The reactants are [H-].[Al+3].[Li+].[H-].[H-].[H-].[CH3:7][O:8][CH2:9][N:10]1[C:14]2[CH:15]=[CH:16][C:17]([CH:19]([C:21]3[CH:25]=[CH:24][N:23]([C:26]4[N:31]=[CH:30][C:29]([NH:32][CH2:33][C:34](OCC)=[O:35])=[CH:28][CH:27]=4)[N:22]=3)[CH3:20])=[CH:18][C:13]=2[S:12][C:11]1=[O:39]. The catalyst is O1CCCC1. The product is [OH:35][CH2:34][CH2:33][NH:32][C:29]1[CH:28]=[CH:27][C:26]([N:23]2[CH:24]=[CH:25][C:21]([CH:19]([C:17]3[CH:16]=[CH:15][C:14]4[N:10]([CH2:9][O:8][CH3:7])[C:11](=[O:39])[S:12][C:13]=4[CH:18]=3)[CH3:20])=[N:22]2)=[N:31][CH:30]=1. The yield is 0.680. (8) The reactants are Br[C:2]1[CH:11]=[C:10]2[C:5]([CH:6]=[CH:7][C:8]([CH3:12])=[N:9]2)=[CH:4][CH:3]=1.C1(P(C2C=CC=CC=2)C2C=CC=CC=2)C=CC=CC=1.C(NCC)C.[CH3:37][Si:38]([C:41]#[CH:42])([CH3:40])[CH3:39]. The catalyst is [Cu](I)I.CN(C=O)C. The product is [CH3:12][C:8]1[CH:7]=[CH:6][C:5]2[C:10](=[CH:11][C:2]([C:42]#[C:41][Si:38]([CH3:40])([CH3:39])[CH3:37])=[CH:3][CH:4]=2)[N:9]=1. The yield is 0.810. (9) No catalyst specified. The yield is 0.0800. The product is [CH:13]([C:16]1[CH:21]=[CH:20][C:19]([N:22]([CH:30]2[CH2:35][CH2:34][O:33][CH2:32][CH2:31]2)[C:23]2[CH:28]=[CH:27][C:26]([O:29][C:2]3[N:3]=[C:4]([OH:12])[C:5]4[CH:11]=[CH:10][N:9]=[CH:8][C:6]=4[N:7]=3)=[CH:25][CH:24]=2)=[CH:18][CH:17]=1)([CH3:15])[CH3:14]. The reactants are Cl[C:2]1[N:3]=[C:4]([OH:12])[C:5]2[CH:11]=[CH:10][N:9]=[CH:8][C:6]=2[N:7]=1.[CH:13]([C:16]1[CH:21]=[CH:20][C:19]([N:22]([CH:30]2[CH2:35][CH2:34][O:33][CH2:32][CH2:31]2)[C:23]2[CH:28]=[CH:27][C:26]([OH:29])=[CH:25][CH:24]=2)=[CH:18][CH:17]=1)([CH3:15])[CH3:14]. (10) The reactants are [F:1][C:2]1([F:15])[C:7](=[O:8])[N:6]([CH3:9])[C:5]2[CH:10]=[CH:11][C:12]([NH2:14])=[CH:13][C:4]=2[O:3]1.[O:16](S(C(F)(F)F)(=O)=O)[Li].[CH3:25][O:26][C:27](=[O:31])[C@@H]1OC1.C1N=CN([C:37](N2C=NC=C2)=[O:38])C=1.[C:44](#N)[CH3:45]. The catalyst is Cl. The product is [CH3:25][O:26][C:27]([C@@H:44]1[O:16][C:37](=[O:38])[N:14]([C:12]2[CH:11]=[CH:10][C:5]3[N:6]([CH3:9])[C:7](=[O:8])[C:2]([F:1])([F:15])[O:3][C:4]=3[CH:13]=2)[CH2:45]1)=[O:31]. The yield is 0.770.